This data is from Full USPTO retrosynthesis dataset with 1.9M reactions from patents (1976-2016). The task is: Predict the reactants needed to synthesize the given product. (1) Given the product [Cl:1][C:2]1[CH:3]=[CH:4][C:5]2[N:11]3[CH:12]=[CH:13][CH:14]=[C:10]3[C@@H:9]([CH2:15][CH2:16][C:17]([N:19]3[CH2:24][CH2:23][CH:22]([CH2:25][C:26]([NH:45][CH2:44][C:43]([O:42][CH2:41][CH3:48])=[O:46])=[O:27])[CH2:21][CH2:20]3)=[O:18])[O:8][C@H:7]([C:29]3[CH:34]=[CH:33][CH:32]=[C:31]([O:35][CH3:36])[C:30]=3[O:37][CH3:38])[C:6]=2[CH:39]=1, predict the reactants needed to synthesize it. The reactants are: [Cl:1][C:2]1[CH:3]=[CH:4][C:5]2[N:11]3[CH:12]=[CH:13][CH:14]=[C:10]3[C@@H:9]([CH2:15][CH2:16][C:17]([N:19]3[CH2:24][CH2:23][CH:22]([CH2:25][C:26](O)=[O:27])[CH2:21][CH2:20]3)=[O:18])[O:8][C@H:7]([C:29]3[CH:34]=[CH:33][CH:32]=[C:31]([O:35][CH3:36])[C:30]=3[O:37][CH3:38])[C:6]=2[CH:39]=1.Cl.[CH3:41][O:42][C:43](=[O:46])[CH2:44][NH2:45].Cl.[CH2:48](N=C=NCCCN(C)C)C.ON1C2C=CC=CC=2N=N1. (2) Given the product [C:9]([NH:8][C:5]1[CH:4]=[CH:3][C:2]([NH:1][C:20](=[O:21])[O:22][CH2:23][C:24]([Cl:27])([Cl:26])[Cl:25])=[CH:7][CH:6]=1)(=[O:12])[CH2:10][CH3:11], predict the reactants needed to synthesize it. The reactants are: [NH2:1][C:2]1[CH:7]=[CH:6][C:5]([NH:8][C:9](=[O:12])[CH2:10][CH3:11])=[CH:4][CH:3]=1.N1C=CC=CC=1.Cl[C:20]([O:22][CH2:23][C:24]([Cl:27])([Cl:26])[Cl:25])=[O:21].